From a dataset of Full USPTO retrosynthesis dataset with 1.9M reactions from patents (1976-2016). Predict the reactants needed to synthesize the given product. Given the product [Cl:1][CH2:2][CH2:3][CH2:4][S:5]([NH:8][C:9]1[CH:17]=[C:16]([C:18]([OH:20])=[O:19])[CH:15]=[C:14]2[C:10]=1[CH:11]=[CH:12][N:13]2[CH2:22][CH3:23])(=[O:6])=[O:7], predict the reactants needed to synthesize it. The reactants are: [Cl:1][CH2:2][CH2:3][CH2:4][S:5]([N:8](S(CCCCl)(=O)=O)[C:9]1[CH:17]=[C:16]([C:18]([O:20]C)=[O:19])[CH:15]=[C:14]2[C:10]=1[CH:11]=[CH:12][N:13]2[CH2:22][CH3:23])(=[O:7])=[O:6].[OH-].[Na+].